Dataset: Full USPTO retrosynthesis dataset with 1.9M reactions from patents (1976-2016). Task: Predict the reactants needed to synthesize the given product. (1) Given the product [O:1]=[C:2]([C:9]1[O:10][C:11]([C:14]2[CH:19]=[CH:18][CH:17]=[CH:16][N:15]=2)=[CH:12][N:13]=1)[CH2:3][CH2:4][CH2:5][CH2:6][C:7]#[C:8][C:22]1[CH:23]=[CH:24][CH:25]=[CH:26][C:21]=1[Cl:20], predict the reactants needed to synthesize it. The reactants are: [O:1]=[C:2]([C:9]1[O:10][C:11]([C:14]2[CH:19]=[CH:18][CH:17]=[CH:16][N:15]=2)=[CH:12][N:13]=1)[CH2:3][CH2:4][CH2:5][CH2:6][C:7]#[CH:8].[Cl:20][C:21]1[CH:26]=[CH:25][CH:24]=[CH:23][C:22]=1I. (2) Given the product [Br:9][C:10]1[CH:11]=[C:12]([C:21]([OH:23])=[O:22])[S:13][C:14]=1[C:15]1[N:19]([CH3:20])[N:18]=[CH:17][C:16]=1[Cl:1], predict the reactants needed to synthesize it. The reactants are: [Cl:1]N1C(=O)CCC1=O.[Br:9][C:10]1[CH:11]=[C:12]([C:21]([OH:23])=[O:22])[S:13][C:14]=1[C:15]1[N:19]([CH3:20])[N:18]=[CH:17][CH:16]=1. (3) Given the product [CH2:18]([N:8]1[C:9]2[C:14](=[CH:13][C:12]([I:17])=[CH:11][CH:10]=2)[C:15](=[O:16])[C:6]([C:4]([OH:5])=[O:3])=[CH:7]1)[CH3:19], predict the reactants needed to synthesize it. The reactants are: C([O:3][C:4]([C:6]1[C:15](=[O:16])[C:14]2[C:9](=[CH:10][CH:11]=[C:12]([I:17])[CH:13]=2)[N:8]([CH2:18][CH3:19])[CH:7]=1)=[O:5])C.[OH-].[Na+]. (4) Given the product [CH3:11][N:8]1[C:7]([CH2:12][CH2:13][N:14]2[CH2:19][CH2:18][CH:17]([C:20]([OH:23])([CH3:21])[CH3:22])[CH2:16][CH2:15]2)=[N:6][C:5]2[C:9]1=[N:10][C:2]([N:32]1[C:33]3[CH:39]=[CH:38][CH:37]=[CH:36][C:34]=3[N:35]=[C:31]1[CH3:30])=[N:3][C:4]=2[N:24]1[CH2:29][CH2:28][O:27][CH2:26][CH2:25]1, predict the reactants needed to synthesize it. The reactants are: Cl[C:2]1[N:10]=[C:9]2[C:5]([N:6]=[C:7]([CH2:12][CH2:13][N:14]3[CH2:19][CH2:18][CH:17]([C:20]([OH:23])([CH3:22])[CH3:21])[CH2:16][CH2:15]3)[N:8]2[CH3:11])=[C:4]([N:24]2[CH2:29][CH2:28][O:27][CH2:26][CH2:25]2)[N:3]=1.[CH3:30][C:31]1[NH:32][C:33]2[CH:39]=[CH:38][CH:37]=[CH:36][C:34]=2[N:35]=1.CC(C1C=C(C(C)C)C(C2C=CC=CC=2P(C2CCCCC2)C2CCCCC2)=C(C(C)C)C=1)C.C([O-])([O-])=O.[Cs+].[Cs+]. (5) The reactants are: N#N.Br[C:4]1[CH:5]=[N:6][N:7]([CH:9]([CH3:11])[CH3:10])[CH:8]=1.[CH3:12][C:13]1([CH3:29])[C:17]([CH3:19])([CH3:18])[O:16][B:15]([B:15]2[O:16][C:17]([CH3:19])([CH3:18])[C:13]([CH3:29])([CH3:12])[O:14]2)[O:14]1.C([O-])(=O)C.[K+]. Given the product [CH:9]([N:7]1[CH:8]=[C:4]([B:15]2[O:16][C:17]([CH3:19])([CH3:18])[C:13]([CH3:29])([CH3:12])[O:14]2)[CH:5]=[N:6]1)([CH3:11])[CH3:10], predict the reactants needed to synthesize it. (6) The reactants are: F[C:2]1[CH:16]=[CH:15][C:5]([CH2:6][CH:7]([C:12]([CH3:14])=[O:13])[C:8]([O:10][CH3:11])=[O:9])=[CH:4][CH:3]=1.[N+:17](C1C=CC(CBr)=CC=1)([O-:19])=[O:18]. Given the product [N+:17]([C:2]1[CH:16]=[CH:15][C:5]([CH2:6][CH:7]([C:12]([CH3:14])=[O:13])[C:8]([O:10][CH3:11])=[O:9])=[CH:4][CH:3]=1)([O-:19])=[O:18], predict the reactants needed to synthesize it. (7) Given the product [C:11]([O:10][C:8]([N:5]1[CH2:4][CH2:3][CH:2]([NH:1][C:33]([NH:27][C@H:26]([C:25]([O:24][CH3:23])=[O:31])[CH:28]([CH3:30])[CH3:29])=[O:32])[CH2:7][CH2:6]1)=[O:9])([CH3:14])([CH3:13])[CH3:12], predict the reactants needed to synthesize it. The reactants are: [NH2:1][CH:2]1[CH2:7][CH2:6][N:5]([C:8]([O:10][C:11]([CH3:14])([CH3:13])[CH3:12])=[O:9])[CH2:4][CH2:3]1.C(N(CC)CC)C.Cl.[CH3:23][O:24][C:25](=[O:31])[CH:26]([CH:28]([CH3:30])[CH3:29])[NH2:27].[O:32]1CCC[CH2:33]1.